Predict the reactants needed to synthesize the given product. From a dataset of Full USPTO retrosynthesis dataset with 1.9M reactions from patents (1976-2016). (1) Given the product [CH:7]([C:4]1[S:5][CH:6]=[C:2]([C:15]2[CH:16]=[C:11]([CH:12]=[CH:13][CH:14]=2)[C:9]#[N:10])[CH:3]=1)=[O:8], predict the reactants needed to synthesize it. The reactants are: Br[C:2]1[CH:3]=[C:4]([CH:7]=[O:8])[S:5][CH:6]=1.[C:9]([C:11]1[CH:12]=[C:13](B(O)O)[CH:14]=[CH:15][CH:16]=1)#[N:10]. (2) The reactants are: [CH:1]1([C:4]2[NH:8][C:7]3[CH:9]=[C:10]([C:14]4[C:15]([CH3:20])=[N:16][O:17][C:18]=4[CH3:19])[CH:11]=[C:12](I)[C:6]=3[N:5]=2)[CH2:3][CH2:2]1.[CH3:21][C:22]1[C:27]([CH3:28])=[CH:26][CH:25]=[CH:24][C:23]=1B(O)O. Given the product [CH:1]1([C:4]2[NH:8][C:7]3[CH:9]=[C:10]([C:14]4[C:15]([CH3:20])=[N:16][O:17][C:18]=4[CH3:19])[CH:11]=[C:12]([C:23]4[CH:24]=[CH:25][CH:26]=[C:27]([CH3:28])[C:22]=4[CH3:21])[C:6]=3[N:5]=2)[CH2:3][CH2:2]1, predict the reactants needed to synthesize it. (3) Given the product [Cl:19][C:14]1[CH:13]=[C:12]([C:10]2[N:9]([C:20]3[CH:21]=[CH:22][C:23]([O:26][CH3:27])=[CH:24][CH:25]=3)[N:8]=[C:7]([CH2:6][C@@H:5]([C:28]3[CH:29]=[C:30]([CH3:34])[CH:31]=[CH:32][CH:33]=3)[C:4]([OH:35])=[O:3])[CH:11]=2)[CH:17]=[CH:16][C:15]=1[Cl:18], predict the reactants needed to synthesize it. The reactants are: C([O:3][C:4](=[O:35])[CH:5]([C:28]1[CH:29]=[C:30]([CH3:34])[CH:31]=[CH:32][CH:33]=1)[CH2:6][C:7]1[CH:11]=[C:10]([C:12]2[CH:17]=[CH:16][C:15]([Cl:18])=[C:14]([Cl:19])[CH:13]=2)[N:9]([C:20]2[CH:25]=[CH:24][C:23]([O:26][CH3:27])=[CH:22][CH:21]=2)[N:8]=1)C.Cl.CCOC(C)=O.